The task is: Predict the reactants needed to synthesize the given product.. This data is from Full USPTO retrosynthesis dataset with 1.9M reactions from patents (1976-2016). (1) Given the product [CH3:14][C:4]1[CH:3]=[C:2]([N:15]2[CH2:19][CH2:18][CH2:17][CH2:16]2)[C:11]2[C:6](=[CH:7][C:8]([C:12]([N:15]3[CH2:19][CH2:18][CH2:17][CH2:16]3)=[O:13])=[CH:9][CH:10]=2)[N:5]=1, predict the reactants needed to synthesize it. The reactants are: Cl[C:2]1[C:11]2[C:6](=[CH:7][C:8]([CH2:12][OH:13])=[CH:9][CH:10]=2)[N:5]=[C:4]([CH3:14])[CH:3]=1.[NH:15]1[CH2:19][CH2:18][CH2:17][CH2:16]1. (2) The reactants are: C([O:3][C:4](=[O:35])[CH2:5][N:6]([C:14](=[O:34])[C:15]1[CH:20]=[CH:19][CH:18]=[C:17]([C:21](=[O:33])[NH:22][CH2:23][C:24]2[CH:32]=[CH:31][C:27]3[O:28][CH2:29][O:30][C:26]=3[CH:25]=2)[CH:16]=1)[CH2:7][C:8]1[CH:13]=[CH:12][CH:11]=[CH:10][CH:9]=1)C.O.O1CCOCC1.[OH-].[Na+]. Given the product [O:28]1[C:27]2[CH:31]=[CH:32][C:24]([CH2:23][NH:22][C:21]([C:17]3[CH:16]=[C:15]([CH:20]=[CH:19][CH:18]=3)[C:14]([N:6]([CH2:5][C:4]([OH:35])=[O:3])[CH2:7][C:8]3[CH:13]=[CH:12][CH:11]=[CH:10][CH:9]=3)=[O:34])=[O:33])=[CH:25][C:26]=2[O:30][CH2:29]1, predict the reactants needed to synthesize it. (3) The reactants are: [CH3:1][C:2]1[N:3]([CH2:11][C:12]2[N:13]=[C:14]([C:17]3[CH:22]=[CH:21][CH:20]=[CH:19][CH:18]=3)[S:15][CH:16]=2)[C:4]([CH3:10])=[CH:5][C:6]=1[C:7](O)=[O:8].Cl.[NH2:24][CH2:25][C:26]1[CH:27]=[C:28]2[C:32](=[N:33][CH:34]=1)[NH:31][CH:30]=[CH:29]2.C1C=CC2N(O)N=NC=2C=1.C(N(CC)CC)C.CCN=C=NCCCN(C)C.Cl. Given the product [NH:31]1[C:32]2=[N:33][CH:34]=[C:26]([CH2:25][NH:24][C:7]([C:6]3[CH:5]=[C:4]([CH3:10])[N:3]([CH2:11][C:12]4[N:13]=[C:14]([C:17]5[CH:18]=[CH:19][CH:20]=[CH:21][CH:22]=5)[S:15][CH:16]=4)[C:2]=3[CH3:1])=[O:8])[CH:27]=[C:28]2[CH:29]=[CH:30]1, predict the reactants needed to synthesize it. (4) Given the product [CH2:16]([C:13]1[CH:14]=[CH:15][C:10]([CH2:9][OH:8])=[CH:11][C:12]=1[O:20][CH3:21])[CH:17]([CH3:19])[CH3:18], predict the reactants needed to synthesize it. The reactants are: C1COCC1.C([O:8][C:9](=O)[C:10]1[CH:15]=[CH:14][C:13]([CH2:16][CH:17]([CH3:19])[CH3:18])=[C:12]([O:20][CH3:21])[CH:11]=1)C.[H-].[Al+3].[Li+].[H-].[H-].[H-].[OH-].[Na+]. (5) Given the product [CH:20]([N:24]1[C:28]([I:29])=[CH:27][N:26]=[CH:25]1)([CH2:22][CH3:23])[CH3:21], predict the reactants needed to synthesize it. The reactants are: CN(CCN(C)C)C.[Li]CCCC.CCCCCC.[CH:20]([N:24]1[CH:28]=[CH:27][N:26]=[CH:25]1)([CH2:22][CH3:23])[CH3:21].[I:29]I. (6) Given the product [Cl:20][C:16]1[CH:15]=[C:14]2[C:19]([C:10]([NH:1][C:2]3[CH:7]=[CH:6][C:5]([OH:8])=[CH:4][CH:3]=3)=[CH:11][CH:12]=[N:13]2)=[CH:18][CH:17]=1, predict the reactants needed to synthesize it. The reactants are: [NH2:1][C:2]1[CH:7]=[CH:6][C:5]([OH:8])=[CH:4][CH:3]=1.Cl[C:10]1[C:19]2[C:14](=[CH:15][C:16]([Cl:20])=[CH:17][CH:18]=2)[N:13]=[CH:12][CH:11]=1. (7) The reactants are: [C:1]1(=[O:11])[NH:5][C:4](=[O:6])[C:3]2=[CH:7][CH:8]=[CH:9][CH:10]=[C:2]12.[K].Br[CH2:14][C:15]1[CH:20]=[CH:19][C:18]([CH3:21])=[CH:17][C:16]=1[CH3:22]. Given the product [CH3:22][C:16]1[CH:17]=[C:18]([CH3:21])[CH:19]=[CH:20][C:15]=1[CH2:14][N:5]1[C:1](=[O:11])[C:2]2[C:3](=[CH:7][CH:8]=[CH:9][CH:10]=2)[C:4]1=[O:6], predict the reactants needed to synthesize it.